Predict which catalyst facilitates the given reaction. From a dataset of Catalyst prediction with 721,799 reactions and 888 catalyst types from USPTO. Reactant: C(NC(C)C)(C)C.[Li]CCCC.[F:13][C:14]1[CH:15]=[N:16][CH:17]=[CH:18][CH:19]=1.[C:20]([N:27]1[CH2:32][CH2:31][CH:30]([CH:33]=[O:34])[CH2:29][CH2:28]1)([O:22][C:23]([CH3:26])([CH3:25])[CH3:24])=[O:21]. Product: [F:13][C:14]1[CH:15]=[N:16][CH:17]=[CH:18][C:19]=1[CH:33]([OH:34])[CH:30]1[CH2:31][CH2:32][N:27]([C:20]([O:22][C:23]([CH3:25])([CH3:24])[CH3:26])=[O:21])[CH2:28][CH2:29]1. The catalyst class is: 1.